Dataset: Reaction yield outcomes from USPTO patents with 853,638 reactions. Task: Predict the reaction yield, written as a fraction of the theoretical maximum amount of product (1.0 means a 100% yield; for example, 0.34 means a 34% yield). (1) The reactants are [CH3:1][O:2][C:3]1[CH:8]=[C:7]([C:9]2[S:10][C:11]3[CH2:12][C:13]4[C:19]([C:20]5[CH:25]=[CH:24][C:23]([O:26][CH3:27])=[CH:22][CH:21]=5)=[N:18][N:17](COCC[Si](C)(C)C)[C:14]=4[C:15]=3[CH:16]=2)[CH:6]=[CH:5][C:4]=1[OH:36].Cl. The catalyst is CO. The product is [CH3:1][O:2][C:3]1[CH:8]=[C:7]([C:9]2[S:10][C:11]3[CH2:12][C:13]4[C:19]([C:20]5[CH:25]=[CH:24][C:23]([O:26][CH3:27])=[CH:22][CH:21]=5)=[N:18][NH:17][C:14]=4[C:15]=3[CH:16]=2)[CH:6]=[CH:5][C:4]=1[OH:36]. The yield is 0.850. (2) The reactants are Br[C:2]1[C:3]2[CH:13]=[CH:12][CH:11]=[CH:10][C:4]=2[S:5][C:6]=1[N+:7]([O-:9])=[O:8].[Cu](C#N)[C:15]#[N:16].O. The catalyst is CN(C=O)C. The product is [N+:7]([C:6]1[S:5][C:4]2[CH:10]=[CH:11][CH:12]=[CH:13][C:3]=2[C:2]=1[C:15]#[N:16])([O-:9])=[O:8]. The yield is 0.900. (3) The yield is 0.260. The reactants are C(OC(=O)[NH:7][CH:8]1[C:15](=[O:16])[N:14]2[CH:10]([S:11][CH2:12][CH:13]2[C:17]#[N:18])[CH2:9]1)(C)(C)C. The product is [NH2:7][CH:8]1[C:15](=[O:16])[N:14]2[CH:10]([S:11][CH2:12][CH:13]2[C:17]#[N:18])[CH2:9]1. The catalyst is Cl.O1CCOCC1. (4) The reactants are [F:1][C:2]1[CH:17]=[CH:16][C:5]2[N:6]([CH2:11][C@H:12]([CH3:15])[CH2:13]I)[C:7](=[O:10])[CH2:8][O:9][C:4]=2[CH:3]=1.[CH2:18]([CH:23]1[CH2:29][CH:28]2[NH:30][CH:25]([CH2:26][CH2:27]2)[CH2:24]1)[CH2:19][CH2:20][CH2:21][CH3:22]. The catalyst is CCCCCCC.CCOC(C)=O. The product is [F:1][C:2]1[CH:17]=[CH:16][C:5]2[N:6]([CH2:11][C@H:12]([CH3:15])[CH2:13][N:30]3[CH:25]4[CH2:26][CH2:27][CH:28]3[CH2:29][CH:23]([CH2:18][CH2:19][CH2:20][CH2:21][CH3:22])[CH2:24]4)[C:7](=[O:10])[CH2:8][O:9][C:4]=2[CH:3]=1. The yield is 0.290. (5) The reactants are [CH3:1][C:2]1[CH:7]=[CH:6][C:5]([S:8]([NH:11][CH2:12][C:13]#[CH:14])(=[O:10])=[O:9])=[CH:4][CH:3]=1.C([O-])([O-])=O.[K+].[K+].Br[CH2:22]/[CH:23]=[CH:24]/[C:25]1[CH:30]=[CH:29][CH:28]=[CH:27][C:26]=1[Cl:31]. No catalyst specified. The product is [Cl:31][C:26]1[CH:27]=[CH:28][CH:29]=[CH:30][C:25]=1[CH:24]=[CH:23][CH2:22][N:11]([CH2:12][C:13]#[CH:14])[S:8]([C:5]1[CH:6]=[CH:7][C:2]([CH3:1])=[CH:3][CH:4]=1)(=[O:10])=[O:9]. The yield is 0.780. (6) The reactants are Br[CH2:2][C:3]1[C:4]([I:10])=[CH:5][C:6]([F:9])=[N:7][CH:8]=1.[NH:11]1[CH2:16][CH2:15][O:14][CH2:13][CH2:12]1.CC#N.C(N(CC)C(C)C)(C)C. The catalyst is ClCCl. The product is [F:9][C:6]1[N:7]=[CH:8][C:3]([CH2:2][N:11]2[CH2:16][CH2:15][O:14][CH2:13][CH2:12]2)=[C:4]([I:10])[CH:5]=1. The yield is 0.997. (7) The reactants are [CH2:1]([O:15][C:16]1[O:20][C:19]([C:21]([OH:23])=[O:22])=[CH:18][CH:17]=1)[CH2:2][CH2:3][CH2:4][CH2:5][CH2:6][CH2:7][CH2:8][CH2:9][CH2:10][CH2:11][CH2:12][CH2:13][CH3:14].C(Cl)(=O)C(Cl)=O.[C:30]([OH:39])(=[O:38])[C:31]1[C:32](=[CH:34][CH:35]=[CH:36][CH:37]=1)O.CCN(CC)CC. The catalyst is C(Cl)Cl.CN(C)C=O.CCOC(C)=O. The product is [CH2:1]([O:15][C:16]1[O:20][C:19]([C:21]([O:23][C:37]2[CH:36]=[CH:35][CH:34]=[CH:32][C:31]=2[C:30]([OH:39])=[O:38])=[O:22])=[CH:18][CH:17]=1)[CH2:2][CH2:3][CH2:4][CH2:5][CH2:6][CH2:7][CH2:8][CH2:9][CH2:10][CH2:11][CH2:12][CH2:13][CH3:14]. The yield is 0.570. (8) The reactants are Br[C:2]1[CH:7]=[CH:6][C:5]([C:8]2([O:11][CH3:12])[CH2:10][CH2:9]2)=[CH:4][CH:3]=1.[CH3:13][Si:14]([C:17]#[CH:18])([CH3:16])[CH3:15]. The catalyst is C(N(CC)CC)C.O1CCCC1.[Cu]I.Cl[Pd](Cl)([P](C1C=CC=CC=1)(C1C=CC=CC=1)C1C=CC=CC=1)[P](C1C=CC=CC=1)(C1C=CC=CC=1)C1C=CC=CC=1. The product is [CH3:12][O:11][C:8]1([C:5]2[CH:6]=[CH:7][C:2]([C:18]#[C:17][Si:14]([CH3:16])([CH3:15])[CH3:13])=[CH:3][CH:4]=2)[CH2:10][CH2:9]1. The yield is 0.900. (9) The yield is 0.630. The catalyst is [Pd].O1CCCC1. The reactants are Cl[C:2]1[N:9]=[CH:8][CH:7]=[C:6]([N:10]2[CH2:22][CH2:21][N:13]3[C:14]4[CH2:15][CH2:16][CH2:17][CH2:18][C:19]=4[CH:20]=[C:12]3[C:11]2=[O:23])[C:3]=1[CH:4]=[O:5].[CH3:24][N:25]1[CH:30]=[C:29](B2OC(C)(C)C(C)(C)O2)[CH:28]=[C:27]([NH:40][C:41]2[CH:46]=[CH:45][C:44]([N:47]3[CH2:52][CH2:51][N:50]([CH:53]4[CH2:56][O:55][CH2:54]4)[CH2:49][CH2:48]3)=[CH:43][N:42]=2)[C:26]1=[O:57]. The product is [CH3:24][N:25]1[C:26](=[O:57])[C:27]([NH:40][C:41]2[CH:46]=[CH:45][C:44]([N:47]3[CH2:52][CH2:51][N:50]([CH:53]4[CH2:54][O:55][CH2:56]4)[CH2:49][CH2:48]3)=[CH:43][N:42]=2)=[CH:28][C:29]([C:2]2[N:9]=[CH:8][CH:7]=[C:6]([N:10]3[CH2:22][CH2:21][N:13]4[C:14]5[CH2:15][CH2:16][CH2:17][CH2:18][C:19]=5[CH:20]=[C:12]4[C:11]3=[O:23])[C:3]=2[CH:4]=[O:5])=[CH:30]1.